Task: Predict the product of the given reaction.. Dataset: Forward reaction prediction with 1.9M reactions from USPTO patents (1976-2016) (1) Given the reactants [OH:1][C:2]1[CH:10]=[CH:9][C:5]([CH2:6][CH2:7]Br)=[CH:4][CH:3]=1.[CH3:11][NH2:12], predict the reaction product. The product is: [CH3:11][NH:12][CH2:7][CH2:6][C:5]1[CH:9]=[CH:10][C:2]([OH:1])=[CH:3][CH:4]=1. (2) The product is: [CH3:1][CH:2]([NH:4][C:10]([C:6]1[S:5][CH:9]=[CH:8][CH:7]=1)=[O:11])[CH3:3]. Given the reactants [CH3:1][CH:2]([NH2:4])[CH3:3].[S:5]1[CH:9]=[CH:8][CH:7]=[C:6]1[C:10](Cl)=[O:11].C(N(C(C)C)C(C)C)C, predict the reaction product. (3) Given the reactants [Br:1][C:2]1[CH:11]=[CH:10][C:5]2[NH:6][C:7](=[O:9])[O:8][C:4]=2[CH:3]=1.CC(C)([O-])C.[K+].[CH2:18](Br)[C:19]1[CH:24]=[CH:23][CH:22]=[CH:21][CH:20]=1.O, predict the reaction product. The product is: [CH2:18]([N:6]1[C:5]2[CH:10]=[CH:11][C:2]([Br:1])=[CH:3][C:4]=2[O:8][C:7]1=[O:9])[C:19]1[CH:24]=[CH:23][CH:22]=[CH:21][CH:20]=1. (4) Given the reactants I[C:2]1[CH:7]=[CH:6][N:5]([CH3:8])[C:4](=[O:9])[CH:3]=1.[OH:10][C:11]([CH3:44])([CH3:43])[CH2:12][C@@:13]1([C:37]2[CH:42]=[CH:41][CH:40]=[CH:39][CH:38]=2)[O:18][C:17](=[O:19])[N:16]([C@H:20]([C:22]2[CH:27]=[CH:26][C:25](B3OC(C)(C)C(C)(C)O3)=[CH:24][CH:23]=2)[CH3:21])[CH2:15][CH2:14]1.C([O-])([O-])=O.[Cs+].[Cs+], predict the reaction product. The product is: [OH:10][C:11]([CH3:43])([CH3:44])[CH2:12][C@@:13]1([C:37]2[CH:42]=[CH:41][CH:40]=[CH:39][CH:38]=2)[O:18][C:17](=[O:19])[N:16]([C@H:20]([C:22]2[CH:23]=[CH:24][C:25]([C:2]3[CH:7]=[CH:6][N:5]([CH3:8])[C:4](=[O:9])[CH:3]=3)=[CH:26][CH:27]=2)[CH3:21])[CH2:15][CH2:14]1. (5) Given the reactants [F:1][C:2]1([F:52])[C:6]2[N:7]([CH2:14][C:15]([NH:17][C@H:18]([C:28]3[C:33]([C:34]4[CH:35]=[CH:36][CH:37]=[C:38]5[C:42]=4[N:41]([CH3:43])[N:40]=[C:39]5[NH:44][S:45]([CH3:48])(=[O:47])=[O:46])=[CH:32][N:31]=[C:30](SC)[N:29]=3)[CH2:19][C:20]3[CH:25]=[C:24]([F:26])[CH:23]=[C:22]([F:27])[CH:21]=3)=[O:16])[N:8]=[C:9]([C:10]([F:13])([F:12])[F:11])[C:5]=2[C@H:4]2[CH2:51][C@@H:3]12.C1C=C(Cl)C=C(C(OO)=O)C=1.C(N(CC)C(C)C)(C)C.Cl.[CH3:74][C:75]1([OH:79])[CH2:78][NH:77][CH2:76]1, predict the reaction product. The product is: [F:1][C:2]1([F:52])[C:6]2[N:7]([CH2:14][C:15]([NH:17][C@H:18]([C:28]3[C:33]([C:34]4[CH:35]=[CH:36][CH:37]=[C:38]5[C:42]=4[N:41]([CH3:43])[N:40]=[C:39]5[NH:44][S:45]([CH3:48])(=[O:47])=[O:46])=[CH:32][N:31]=[C:30]([N:77]4[CH2:78][C:75]([OH:79])([CH3:74])[CH2:76]4)[N:29]=3)[CH2:19][C:20]3[CH:21]=[C:22]([F:27])[CH:23]=[C:24]([F:26])[CH:25]=3)=[O:16])[N:8]=[C:9]([C:10]([F:11])([F:13])[F:12])[C:5]=2[C@H:4]2[CH2:51][C@@H:3]12. (6) Given the reactants C([Si]([O:8][CH:9]1[CH2:14][CH2:13][CH:12]([C:15]2[CH:20]=[CH:19][C:18]([N+:21]([O-:23])=[O:22])=[CH:17][C:16]=2[F:24])[CH2:11][CH:10]1[F:25])(C)C)(C)(C)C, predict the reaction product. The product is: [F:25][CH:10]1[CH2:11][CH:12]([C:15]2[CH:20]=[CH:19][C:18]([N+:21]([O-:23])=[O:22])=[CH:17][C:16]=2[F:24])[CH2:13][CH2:14][C:9]1=[O:8]. (7) Given the reactants [NH2:1][C@H:2]1[CH2:7][O:6][C:5]([CH3:9])([CH3:8])[CH2:4][C@@H:3]1[OH:10].C(N(CC)CC)C.O1CCOCC1.O=C1CCC(=O)N1[C:31]([O:33][CH2:34][CH2:35][Si:36]([CH3:39])([CH3:38])[CH3:37])=[O:32], predict the reaction product. The product is: [OH:10][C@H:3]1[CH2:4][C:5]([CH3:9])([CH3:8])[O:6][CH2:7][C@@H:2]1[NH:1][C:31](=[O:32])[O:33][CH2:34][CH2:35][Si:36]([CH3:39])([CH3:38])[CH3:37]. (8) Given the reactants [Br:1][C:2]1[CH:3]=[C:4]([C:8]2([C:15]3[CH:20]=[CH:19][C:18]([O:21][CH3:22])=[CH:17][CH:16]=3)[C:12](=S)S[C:10](=[S:14])[NH:9]2)[CH:5]=[CH:6][CH:7]=1.[CH3:23][O:24][CH:25]([CH2:28][NH2:29])[CH2:26][NH2:27].C(N(CC)CC)C, predict the reaction product. The product is: [Br:1][C:2]1[CH:3]=[C:4]([C:8]2([C:15]3[CH:20]=[CH:19][C:18]([O:21][CH3:22])=[CH:17][CH:16]=3)[C:12]3=[N:27][CH2:26][CH:25]([O:24][CH3:23])[CH2:28][N:29]3[C:10](=[S:14])[NH:9]2)[CH:5]=[CH:6][CH:7]=1.